From a dataset of Peptide-MHC class I binding affinity with 185,985 pairs from IEDB/IMGT. Regression. Given a peptide amino acid sequence and an MHC pseudo amino acid sequence, predict their binding affinity value. This is MHC class I binding data. (1) The MHC is H-2-Kd with pseudo-sequence H-2-Kd. The peptide sequence is GYIGSHTGLEL. The binding affinity (normalized) is 0.875. (2) The peptide sequence is SSLPSYAAY. The MHC is SLA-20401 with pseudo-sequence SLA-20401. The binding affinity (normalized) is 0.686. (3) The peptide sequence is MLVCGDDLVV. The MHC is HLA-A68:02 with pseudo-sequence HLA-A68:02. The binding affinity (normalized) is 0.258. (4) The MHC is HLA-B27:05 with pseudo-sequence HLA-B27:05. The binding affinity (normalized) is 0.213. The peptide sequence is TMHQDVATF. (5) The peptide sequence is NTRQLKLLEY. The MHC is HLA-A31:01 with pseudo-sequence HLA-A31:01. The binding affinity (normalized) is 0.150. (6) The peptide sequence is IRFRKNHIYN. The binding affinity (normalized) is 0.0790. The MHC is Mamu-B17 with pseudo-sequence Mamu-B17. (7) The peptide sequence is PCMINDTHFL. The MHC is HLA-A03:01 with pseudo-sequence HLA-A03:01. The binding affinity (normalized) is 0. (8) The peptide sequence is WVSLKKTNDK. The MHC is HLA-A31:01 with pseudo-sequence HLA-A31:01. The binding affinity (normalized) is 0.0392.